From a dataset of Catalyst prediction with 721,799 reactions and 888 catalyst types from USPTO. Predict which catalyst facilitates the given reaction. (1) Reactant: [NH2:1][C:2]1[CH:30]=[CH:29][C:5]([O:6][C:7]2[CH:12]=[CH:11][N:10]=[C:9]3[CH:13]=[C:14]([C:16]4[N:21]=[CH:20][C:19]([CH2:22][N:23]5[CH2:27][CH2:26][CH2:25][C:24]5=[O:28])=[CH:18][CH:17]=4)[S:15][C:8]=23)=[C:4]([F:31])[CH:3]=1.CCN(C(C)C)C(C)C.ClC(Cl)(O[C:45](=[O:51])OC(Cl)(Cl)Cl)Cl.[NH2:53][C:54]1[CH:55]=[C:56]([CH:60]=[CH:61][CH:62]=1)[C:57]([NH2:59])=[O:58]. Product: [F:31][C:4]1[CH:3]=[C:2]([NH:1][C:45](=[O:51])[NH:53][C:54]2[CH:55]=[C:56]([CH:60]=[CH:61][CH:62]=2)[C:57]([NH2:59])=[O:58])[CH:30]=[CH:29][C:5]=1[O:6][C:7]1[CH:12]=[CH:11][N:10]=[C:9]2[CH:13]=[C:14]([C:16]3[CH:17]=[CH:18][C:19]([CH2:22][N:23]4[CH2:27][CH2:26][CH2:25][C:24]4=[O:28])=[CH:20][N:21]=3)[S:15][C:8]=12. The catalyst class is: 1. (2) Reactant: [CH:1]1([C:4]([OH:6])=O)[CH2:3][CH2:2]1.C(N1C=CN=C1)(N1C=CN=C1)=O.[Cl:19][C:20]1[CH:21]=[C:22]([CH:27]=[CH:28][C:29]=1[CH3:30])[C:23](=[N:25]O)[NH2:24]. Product: [Cl:19][C:20]1[CH:21]=[C:22]([C:23]2[N:24]=[C:4]([CH:1]3[CH2:3][CH2:2]3)[O:6][N:25]=2)[CH:27]=[CH:28][C:29]=1[CH3:30]. The catalyst class is: 4. (3) Reactant: C(N(CC)CC)C.[C:8](OC(=O)C)(=[O:10])[CH3:9].[F:15][C:16]([F:51])([F:50])[C:17]1[CH:22]=[CH:21][C:20](/[CH:23]=[CH:24]/[C:25]2[O:26][CH:27]=[C:28]([CH2:30][O:31][C:32]3[CH:37]=[CH:36][C:35]([CH2:38][CH2:39][CH2:40][CH2:41][N:42]4[CH:46]=[CH:45][N:44]=[C:43]4[CH2:47][CH2:48][NH2:49])=[CH:34][CH:33]=3)[N:29]=2)=[CH:19][CH:18]=1.O. Product: [F:51][C:16]([F:50])([F:15])[C:17]1[CH:22]=[CH:21][C:20](/[CH:23]=[CH:24]/[C:25]2[O:26][CH:27]=[C:28]([CH2:30][O:31][C:32]3[CH:37]=[CH:36][C:35]([CH2:38][CH2:39][CH2:40][CH2:41][N:42]4[CH:46]=[CH:45][N:44]=[C:43]4[CH2:47][CH2:48][NH:49][C:8](=[O:10])[CH3:9])=[CH:34][CH:33]=3)[N:29]=2)=[CH:19][CH:18]=1. The catalyst class is: 1.